This data is from Forward reaction prediction with 1.9M reactions from USPTO patents (1976-2016). The task is: Predict the product of the given reaction. (1) The product is: [CH:24]1[C:25]2[C:20](=[CH:19][C:18]3[C:27]([C:26]=2[C:28]2[N:1]=[C:2]4[CH:7]=[N:6][CH:5]=[CH:4][N:3]4[C:13]=2[NH:12][C:8]([CH3:11])([CH3:10])[CH3:9])=[CH:14][CH:15]=[CH:16][CH:17]=3)[CH:21]=[CH:22][CH:23]=1. Given the reactants [NH2:1][C:2]1[CH:7]=[N:6][CH:5]=[CH:4][N:3]=1.[C:8]([N+:12]#[C-:13])([CH3:11])([CH3:10])[CH3:9].[CH:14]1[C:27]2[C:18](=[CH:19][C:20]3[C:25]([C:26]=2[CH:28]=O)=[CH:24][CH:23]=[CH:22][CH:21]=3)[CH:17]=[CH:16][CH:15]=1, predict the reaction product. (2) Given the reactants C([O:3][C:4](=[O:18])[C:5]1[CH:10]=[CH:9][C:8]([C:11]([F:14])([F:13])[F:12])=[CH:7][C:6]=1[O:15][CH2:16][CH3:17])C.[Li+].[OH-], predict the reaction product. The product is: [CH2:16]([O:15][C:6]1[CH:7]=[C:8]([C:11]([F:12])([F:13])[F:14])[CH:9]=[CH:10][C:5]=1[C:4]([OH:18])=[O:3])[CH3:17]. (3) The product is: [CH3:28][C:22]1[CH:23]=[N:24][CH:25]=[C:26]([CH3:27])[C:21]=1[NH:20][C:14]1[C:13]2[C:18](=[C:9]([O:8][CH2:7][CH2:6][CH2:5][CH2:4][CH2:3][CH2:2][N:32]([CH2:33][CH2:34][OH:35])[CH3:31])[C:10]([O:29][CH3:30])=[CH:11][CH:12]=2)[NH:17][C:16](=[O:19])[CH:15]=1. Given the reactants Cl[CH2:2][CH2:3][CH2:4][CH2:5][CH2:6][CH2:7][O:8][C:9]1[C:10]([O:29][CH3:30])=[CH:11][CH:12]=[C:13]2[C:18]=1[NH:17][C:16](=[O:19])[CH:15]=[C:14]2[NH:20][C:21]1[C:26]([CH3:27])=[CH:25][N:24]=[CH:23][C:22]=1[CH3:28].[CH3:31][NH:32][CH2:33][CH2:34][OH:35], predict the reaction product. (4) Given the reactants ClC1C=C(C=CC=1Cl)O[CH:6]1[CH2:11][CH2:10][N:9]([S:12]([C:15]2[C:16]([CH3:22])=[N:17][N:18](C)[C:19]=2[CH3:20])(=[O:14])=[O:13])[CH2:8][CH2:7]1.ClC1C=C(C=CC=1Cl)NCC1CCN(S(C2C(C)=NN(C)C=2C)(=O)=O)CC1.Cl.[Cl:55][C:56]1[CH:61]=[CH:60][C:59]([CH:62](C2CCNCC2)[CH:63]([F:65])[F:64])=[CH:58][CH:57]=1, predict the reaction product. The product is: [Cl:55][C:56]1[CH:57]=[CH:58][C:59]([CH:62]([CH:6]2[CH2:7][CH2:8][N:9]([S:12]([C:15]3[C:19]([CH3:20])=[N:18][NH:17][C:16]=3[CH3:22])(=[O:13])=[O:14])[CH2:10][CH2:11]2)[CH:63]([F:64])[F:65])=[CH:60][CH:61]=1. (5) Given the reactants [CH2:1]([P:4](=[O:17])([CH2:14][CH2:15][CH3:16])[C:5]1[CH:10]=[CH:9][C:8]([N+:11]([O-])=O)=[CH:7][CH:6]=1)[CH2:2][CH3:3], predict the reaction product. The product is: [CH2:1]([P:4](=[O:17])([CH2:14][CH2:15][CH3:16])[C:5]1[CH:10]=[CH:9][C:8]([NH2:11])=[CH:7][CH:6]=1)[CH2:2][CH3:3]. (6) Given the reactants [CH3:1][C:2]1([CH3:27])[CH2:6][N:5]([CH:7]([CH3:9])[CH3:8])[C:4]([CH:10]([C:13]2[C:22]3[C:17](=[CH:18][C:19]([O:25]C)=[C:20]([O:23]C)[CH:21]=3)[N:16]=[N:15][CH:14]=2)[C:11]#[N:12])=[N:3]1.CN(C)C=O.C([S-])C.[Na+], predict the reaction product. The product is: [CH3:27][C:2]1([CH3:1])[CH2:6][N:5]([CH:7]([CH3:9])[CH3:8])[C:4]([CH:10]([C:13]2[C:22]3[C:17](=[CH:18][C:19]([OH:25])=[C:20]([OH:23])[CH:21]=3)[N:16]=[N:15][CH:14]=2)[C:11]#[N:12])=[N:3]1. (7) Given the reactants Cl[CH2:2][CH2:3][C:4]([NH:6][C:7]1[CH:20]=[CH:19][C:18]2[C:17](=[O:21])[C:16]3[C:11](=[CH:12][C:13]([NH:22][C:23](=[O:27])[CH2:24][CH2:25]Cl)=[CH:14][CH:15]=3)[C:10](=[O:28])[C:9]=2[CH:8]=1)=[O:5].[CH2:29]([NH2:33])[CH2:30][CH2:31][CH3:32].[N:34]1C=[CH:38][CH:37]=[CH:36][CH:35]=1, predict the reaction product. The product is: [CH2:29]([NH:33][CH2:2][CH2:3][C:4]([NH:6][C:7]1[CH:20]=[CH:19][C:18]2[C:17](=[O:21])[C:16]3[C:11](=[CH:12][C:13]([NH:22][C:23](=[O:27])[CH2:24][CH2:25][NH:34][CH2:35][CH2:36][CH2:37][CH3:38])=[CH:14][CH:15]=3)[C:10](=[O:28])[C:9]=2[CH:8]=1)=[O:5])[CH2:30][CH2:31][CH3:32]. (8) Given the reactants [H-].[Na+].CCO.[NH:6]1[C:14]2[C:9](=[CH:10][CH:11]=[CH:12][N:13]=2)[CH:8]=[CH:7]1.[CH2:15]([N:22]1[CH2:27][CH2:26][CH2:25][C:24](=[O:28])[CH2:23]1)[C:16]1[CH:21]=[CH:20][CH:19]=[CH:18][CH:17]=1, predict the reaction product. The product is: [CH2:15]([N:22]1[CH2:27][CH2:26][CH2:25][C:24]([C:8]2[C:9]3[C:14](=[N:13][CH:12]=[CH:11][CH:10]=3)[NH:6][CH:7]=2)([OH:28])[CH2:23]1)[C:16]1[CH:17]=[CH:18][CH:19]=[CH:20][CH:21]=1. (9) Given the reactants [N+:1]([C:4]1[CH:5]=[C:6]([N:13]2[CH:17]=[CH:16][CH:15]=[CH:14]2)[CH:7]=[C:8]([N+:10]([O-:12])=[O:11])[CH:9]=1)([O-])=O.O.O.Cl[Sn]Cl, predict the reaction product. The product is: [NH2:1][C:4]1[CH:5]=[C:6]([N:13]2[CH:17]=[CH:16][CH:15]=[CH:14]2)[CH:7]=[C:8]([N+:10]([O-:12])=[O:11])[CH:9]=1.